Task: Binary Classification. Given a drug SMILES string, predict its activity (active/inactive) in a high-throughput screening assay against a specified biological target.. Dataset: Cav3 T-type calcium channel HTS with 100,875 compounds (1) The drug is S(C=1N(CCN1)C(=O)Cc1sccc1)C. The result is 0 (inactive). (2) The molecule is O=C1N(N=C(/C1=C\C=C/c1occc1)C)c1ccc(cc1)C(OCC)=O. The result is 0 (inactive). (3) The compound is O(c1cc(NC(=O)Nc2ccc(cc2)C(OCC)=O)ccc1OC)C. The result is 0 (inactive). (4) The result is 0 (inactive). The drug is Clc1ccc(c2sc(nn2)N)cc1.